Dataset: Forward reaction prediction with 1.9M reactions from USPTO patents (1976-2016). Task: Predict the product of the given reaction. Given the reactants [CH3:1][C:2]1([CH3:28])[O:6][C@H:5]2[C@H:7]([N:12]3[C:16]4[N:17]=[CH:18][N:19]=[C:20]([S:21][C:22]5[CH:27]=[CH:26][CH:25]=[CH:24][CH:23]=5)[C:15]=4[CH:14]=[CH:13]3)[CH2:8][C@@H:9]([CH2:10][OH:11])[C@H:4]2[O:3]1.N1C=CC=CC=1.Cl[S:36]([NH2:39])(=[O:38])=[O:37].C(C#N)(C)=O, predict the reaction product. The product is: [S:36](=[O:38])(=[O:37])([O:11][CH2:10][C@@H:9]1[C@@H:4]2[C@@H:5]([O:6][C:2]([CH3:28])([CH3:1])[O:3]2)[C@H:7]([N:12]2[C:16]3[N:17]=[CH:18][N:19]=[C:20]([S:21][C:22]4[CH:27]=[CH:26][CH:25]=[CH:24][CH:23]=4)[C:15]=3[CH:14]=[CH:13]2)[CH2:8]1)[NH2:39].